From a dataset of Full USPTO retrosynthesis dataset with 1.9M reactions from patents (1976-2016). Predict the reactants needed to synthesize the given product. (1) Given the product [OH:10][C@@H:11]1[CH2:12][CH2:13][C@H:14]([N:17]2[C:18](=[O:27])[C:19]3[C:24](=[CH:23][CH:22]=[CH:21][CH:20]=3)[C:25]2=[O:26])[CH2:15][CH2:16]1, predict the reactants needed to synthesize it. The reactants are: [N+](C1C=CC(C([O:10][C@H:11]2[CH2:16][CH2:15][C@@H:14]([N:17]3[C:25](=[O:26])[C:24]4[C:19](=[CH:20][CH:21]=[CH:22][CH:23]=4)[C:18]3=[O:27])[CH2:13][CH2:12]2)=O)=CC=1)([O-])=O.C[O-].[Na+].S([O-])(O)(=O)=O.[K+]. (2) Given the product [CH2:21]([O:20][CH:19]([O:23][CH2:24][CH3:25])[CH2:18][O:16][C:13]1[CH:14]=[CH:15][C:10]([C:3]2[CH:4]=[CH:5][C:6]([OH:9])=[CH:7][CH:8]=2)=[CH:11][CH:12]=1)[CH3:22], predict the reactants needed to synthesize it. The reactants are: [H-].[Na+].[C:3]1([C:10]2[CH:15]=[CH:14][C:13]([OH:16])=[CH:12][CH:11]=2)[CH:8]=[CH:7][C:6]([OH:9])=[CH:5][CH:4]=1.Br[CH2:18][CH:19]([O:23][CH2:24][CH3:25])[O:20][CH2:21][CH3:22].O. (3) Given the product [Cl:1][C:2]1[CH:18]=[CH:17][C:5]2[CH2:6][CH2:7][N:8]([C:11](=[O:16])[C:12]([F:15])([F:14])[F:13])[CH2:9][CH2:10][C:4]=2[C:3]=1[NH:41][CH2:40][C:39]1[CH:42]=[CH:43][C:36]([C:33]2[CH:34]=[CH:35][N:31]([CH2:30][CH:27]3[CH2:29][CH2:28]3)[N:32]=2)=[CH:37][CH:38]=1, predict the reactants needed to synthesize it. The reactants are: [Cl:1][C:2]1[CH:18]=[CH:17][C:5]2[CH2:6][CH2:7][N:8]([C:11](=[O:16])[C:12]([F:15])([F:14])[F:13])[CH2:9][CH2:10][C:4]=2[C:3]=1OS(C(F)(F)F)(=O)=O.[CH:27]1([CH2:30][N:31]2[CH:35]=[CH:34][C:33]([C:36]3[CH:43]=[CH:42][C:39]([CH2:40][NH2:41])=[CH:38][CH:37]=3)=[N:32]2)[CH2:29][CH2:28]1.C1C=CC(P(C2C(C3C(P(C4C=CC=CC=4)C4C=CC=CC=4)=CC=C4C=3C=CC=C4)=C3C(C=CC=C3)=CC=2)C2C=CC=CC=2)=CC=1.C(=O)([O-])[O-].[Cs+].[Cs+]. (4) Given the product [CH3:44][C:29]1[CH:28]=[C:27]([C:49]2[S:45][CH:46]=[N:47][CH:48]=2)[N:32]=[C:31]([NH:33][C:34]2[CH:39]=[C:38]([C:40]([F:43])([F:42])[F:41])[CH:37]=[CH:36][N:35]=2)[CH:30]=1, predict the reactants needed to synthesize it. The reactants are: C(P(C12CC3CC(CC(C3)C1)C2)C12CC3CC(CC(C3)C1)C2)CCC.Br[C:27]1[N:32]=[C:31]([NH:33][C:34]2[CH:39]=[C:38]([C:40]([F:43])([F:42])[F:41])[CH:37]=[CH:36][N:35]=2)[CH:30]=[C:29]([CH3:44])[CH:28]=1.[S:45]1[CH:49]=[CH:48][N:47]=[CH:46]1.C(=O)([O-])[O-].[K+].[K+].C(O)(=O)C(C)(C)C. (5) Given the product [Br:1][C:2]1[CH:7]=[CH:6][C:5]([O:8][C:11]2[N:16]=[C:15]([CH3:17])[C:14]([CH:18]=[O:19])=[CH:13][CH:12]=2)=[CH:4][C:3]=1[CH3:9], predict the reactants needed to synthesize it. The reactants are: [Br:1][C:2]1[CH:7]=[CH:6][C:5]([OH:8])=[CH:4][C:3]=1[CH3:9].Br[C:11]1[N:16]=[C:15]([CH3:17])[C:14]([CH:18]=[O:19])=[CH:13][CH:12]=1.C([O-])([O-])=O.[K+].[K+]. (6) Given the product [Br:17][C:18]1[CH:19]=[C:20]([CH3:30])[C:21]([N:24]2[CH2:25][CH2:26][N:27]([C:12]([C:11]3[CH:10]=[CH:9][C:8]([N:3]4[C@H:2]([CH3:1])[CH2:6][O:5][C:4]4=[O:7])=[CH:16][CH:15]=3)=[O:14])[CH2:28][CH2:29]2)=[N:22][CH:23]=1, predict the reactants needed to synthesize it. The reactants are: [CH3:1][C@@H:2]1[CH2:6][O:5][C:4](=[O:7])[N:3]1[C:8]1[CH:16]=[CH:15][C:11]([C:12]([OH:14])=O)=[CH:10][CH:9]=1.[Br:17][C:18]1[CH:19]=[C:20]([CH3:30])[C:21]([N:24]2[CH2:29][CH2:28][NH:27][CH2:26][CH2:25]2)=[N:22][CH:23]=1. (7) Given the product [Cl-:5].[NH2:6][CH2:7][CH2:8][NH:9][CH2:10][CH2:11][NH2:12].[C:1](=[O:2])([O-:4])[O-:3].[C:13](=[O:14])([OH:16])[O-:15], predict the reactants needed to synthesize it. The reactants are: [C:1](=[O:4])([OH:3])[O-:2].[ClH:5].[NH2:6][CH2:7][CH2:8][NH:9][CH2:10][CH2:11][NH2:12].[C:13](=[O:16])([O-:15])[O-:14].